Predict the reactants needed to synthesize the given product. From a dataset of Full USPTO retrosynthesis dataset with 1.9M reactions from patents (1976-2016). Given the product [C:1]([C:3]1[CH:4]=[CH:5][C:6]([C:9](=[O:15])[C:10]([O:23][C@@H:21]2[CH2:22][C@H:17]([CH3:16])[CH2:18][CH2:19][C@H:20]2[CH:24]([CH3:26])[CH3:25])=[O:11])=[CH:7][CH:8]=1)#[N:2], predict the reactants needed to synthesize it. The reactants are: [C:1]([C:3]1[CH:8]=[CH:7][C:6]([C:9](=[O:15])[C:10](OCC)=[O:11])=[CH:5][CH:4]=1)#[N:2].[CH3:16][C@H:17]1[CH2:22][C@@H:21]([OH:23])[C@H:20]([CH:24]([CH3:26])[CH3:25])[CH2:19][CH2:18]1.